This data is from Catalyst prediction with 721,799 reactions and 888 catalyst types from USPTO. The task is: Predict which catalyst facilitates the given reaction. (1) The catalyst class is: 2. Reactant: [C:1]([O:5][C:6](=[O:28])[NH:7][CH2:8][CH2:9][CH2:10][N:11]1[C:23]2[C:22]3[CH:21]=[CH:20][CH:19]=[CH:18][C:17]=3[N:16]=[CH:15][C:14]=2[N:13]=[C:12]1[CH2:24][CH2:25][CH2:26][CH3:27])([CH3:4])([CH3:3])[CH3:2].ClC1C=C(C=CC=1)C(OO)=[O:34].S(=O)(=O)(O)[O-].[Na+]. Product: [C:1]([O:5][C:6](=[O:28])[NH:7][CH2:8][CH2:9][CH2:10][N:11]1[C:23]2[C:22]3[CH:21]=[CH:20][CH:19]=[CH:18][C:17]=3[N+:16]([O-:34])=[CH:15][C:14]=2[N:13]=[C:12]1[CH2:24][CH2:25][CH2:26][CH3:27])([CH3:3])([CH3:2])[CH3:4]. (2) Reactant: [C:1]1([NH2:8])[CH:6]=[CH:5][CH:4]=[CH:3][C:2]=1[NH2:7].CCN(C(C)C)C(C)C.Br[CH2:19][C:20]([C:22]1[CH:23]=[C:24]([CH:29]=[CH:30][CH:31]=1)[C:25]([O:27][CH3:28])=[O:26])=O.C(O)(=O)C.C(O[BH-](OC(=O)C)OC(=O)C)(=O)C.[Na+]. Product: [NH:7]1[C:2]2[C:1](=[CH:6][CH:5]=[CH:4][CH:3]=2)[NH:8][CH2:19][CH:20]1[C:22]1[CH:23]=[C:24]([CH:29]=[CH:30][CH:31]=1)[C:25]([O:27][CH3:28])=[O:26]. The catalyst class is: 23. (3) Reactant: [F:1][C:2]([F:26])([F:25])[O:3][C:4]1[CH:9]=[CH:8][C:7]([CH:10]2[CH2:15][NH:14][CH2:13][CH:12]([NH:16][C:17](=[O:24])[C:18]3[CH:23]=[CH:22][CH:21]=[CH:20][CH:19]=3)[CH2:11]2)=[CH:6][CH:5]=1.[CH3:27][N:28]1[CH2:33][CH2:32][N:31]([C:34](Cl)=[O:35])[CH2:30][CH2:29]1.C(N(CC)CC)C.O. Product: [CH3:27][N:28]1[CH2:33][CH2:32][N:31]([C:34]([N:14]2[CH2:15][CH:10]([C:7]3[CH:6]=[CH:5][C:4]([O:3][C:2]([F:1])([F:25])[F:26])=[CH:9][CH:8]=3)[CH2:11][CH:12]([NH:16][C:17]([C:18]3[CH:19]=[CH:20][CH:21]=[CH:22][CH:23]=3)=[O:24])[CH2:13]2)=[O:35])[CH2:30][CH2:29]1. The catalyst class is: 4. (4) Reactant: [CH2:1]([O:3][C:4](=[O:21])[C:5]1[CH:10]=[CH:9][C:8]([N:11]2[C:15]([OH:16])=[CH:14][C:13]([C:17]([F:20])([F:19])[F:18])=[N:12]2)=[CH:7][CH:6]=1)[CH3:2].[F:22][CH:23]([F:25])Cl.C(=O)([O-])[O-].[K+].[K+]. Product: [CH2:1]([O:3][C:4](=[O:21])[C:5]1[CH:6]=[CH:7][C:8]([N:11]2[C:15]([O:16][CH:23]([F:25])[F:22])=[CH:14][C:13]([C:17]([F:20])([F:18])[F:19])=[N:12]2)=[CH:9][CH:10]=1)[CH3:2]. The catalyst class is: 3. (5) Reactant: [Cl:1][C:2]1[CH:7]=[CH:6][C:5]([C:8]2[CH:12]=[CH:11][S:10][C:9]=2[CH2:13][OH:14])=[CH:4][CH:3]=1.CN(C)C=O.C1C(=O)N([Br:27])C(=O)C1. Product: [Br:27][C:11]1[S:10][C:9]([CH2:13][OH:14])=[C:8]([C:5]2[CH:6]=[CH:7][C:2]([Cl:1])=[CH:3][CH:4]=2)[CH:12]=1. The catalyst class is: 425.